This data is from Drug-target binding data from BindingDB using IC50 measurements. The task is: Regression. Given a target protein amino acid sequence and a drug SMILES string, predict the binding affinity score between them. We predict pIC50 (pIC50 = -log10(IC50 in M); higher means more potent). Dataset: bindingdb_ic50. The compound is CCCc1nc2ccccc2c(=O)n1N=Cc1ccc(O)c(O)c1. The target protein (P03070) has sequence MDKVLNREESLQLMDLLGLERSAWGNIPLMRKAYLKKCKEFHPDKGGDEEKMKKMNTLYKKMEDGVKYAHQPDFGGFWDATEIPTYGTDEWEQWWNAFNEENLFCSEEMPSSDDEATADSQHSTPPKKKRKVEDPKDFPSELLSFLSHAVFSNRTLACFAIYTTKEKAALLYKKIMEKYSVTFISRHNSYNHNILFFLTPHRHRVSAINNYAQKLCTFSFLICKGVNKEYLMYSALTRDPFSVIEESLPGGLKEHDFNPEEAEETKQVSWKLVTEYAMETKCDDVLLLLGMYLEFQYSFEMCLKCIKKEQPSHYKYHEKHYANAAIFADSKNQKTICQQAVDTVLAKKRVDSLQLTREQMLTNRFNDLLDRMDIMFGSTGSADIEEWMAGVAWLHCLLPKMDSVVYDFLKCMVYNIPKKRYWLFKGPIDSGKTTLAAALLELCGGKALNVNLPLDRLNFELGVAIDQFLVVFEDVKGTGGESRDLPSGQGINNLDNLRDY.... The pIC50 is 5.0.